This data is from Tox21: 12 toxicity assays (nuclear receptors and stress response pathways). The task is: Binary classification across 12 toxicity assays. (1) The molecule is CC(C)=CCOc1c2occc2cc2ccc(=O)oc12. It tested positive (active) for: NR-AhR (Aryl hydrocarbon Receptor agonist activity). (2) The compound is O=[N+]([O-])C(Br)Br. It tested positive (active) for: SR-ARE (Antioxidant Response Element (oxidative stress)), and SR-MMP (Mitochondrial Membrane Potential disruption). (3) The molecule is OCCOCCN1CCN(C2=Nc3ccccc3Sc3ccccc32)CC1.OCCOCCN1CCN(C2=Nc3ccccc3Sc3ccccc32)CC1. It tested positive (active) for: NR-ER (Estrogen Receptor agonist activity).